From a dataset of Forward reaction prediction with 1.9M reactions from USPTO patents (1976-2016). Predict the product of the given reaction. (1) Given the reactants COC1C=CC([C@H]([N:11]2[C:15](=[O:16])[CH2:14][C@@H:13]([C@H:17]([O:19][C:20]3[C:21]4[N:22]([N:45]=[CH:46][CH:47]=4)[CH:23]=[C:24]([C:26]4[CH:31]=[CH:30][C:29]([N:32]5[CH2:37][CH2:36][N:35](C(OC(C)(C)C)=O)[CH2:34][CH2:33]5)=[CH:28][CH:27]=4)[CH:25]=3)[CH3:18])[CH2:12]2)C)=CC=1, predict the reaction product. The product is: [N:32]1([C:29]2[CH:28]=[CH:27][C:26]([C:24]3[CH:25]=[C:20]([O:19][C@@H:17]([C@H:13]4[CH2:12][NH:11][C:15](=[O:16])[CH2:14]4)[CH3:18])[C:21]4[N:22]([N:45]=[CH:46][CH:47]=4)[CH:23]=3)=[CH:31][CH:30]=2)[CH2:37][CH2:36][NH:35][CH2:34][CH2:33]1. (2) Given the reactants [CH3:1][N:2]([CH3:44])[CH:3]1[CH2:8][CH2:7][CH:6]([C:9]([NH:11][C:12]2[C:16]3[CH:17]=[C:18]([O:21][C@@H:22]4[CH2:27][O:26][C@@H](C5C=CC=CC=5)[O:24][CH2:23]4)[CH:19]=[CH:20][C:15]=3[O:14][C:13]=2[C:34]([NH:36][C:37]2[CH:42]=[CH:41][C:40]([Cl:43])=[CH:39][N:38]=2)=[O:35])=[O:10])[CH2:5][CH2:4]1.Cl.C(=O)([O-])O.[Na+].C(=O)([O-])[O-].[K+].[K+], predict the reaction product. The product is: [CH3:1][N:2]([CH3:44])[CH:3]1[CH2:8][CH2:7][CH:6]([C:9]([NH:11][C:12]2[C:16]3[CH:17]=[C:18]([O:21][CH:22]([CH2:27][OH:26])[CH2:23][OH:24])[CH:19]=[CH:20][C:15]=3[O:14][C:13]=2[C:34]([NH:36][C:37]2[CH:42]=[CH:41][C:40]([Cl:43])=[CH:39][N:38]=2)=[O:35])=[O:10])[CH2:5][CH2:4]1. (3) The product is: [CH:1]([O:4][C:5](=[O:28])[NH:6][C@@H:7]1[CH2:27][C:10]2[N:11]([CH2:20][C:21]3[CH:26]=[CH:25][CH:24]=[CH:23][N:22]=3)[C:12]3[CH:13]=[CH:14][C:15]([CH:18]=[N:34][O:33][CH3:32])=[CH:16][C:17]=3[C:9]=2[CH2:8]1)([CH3:3])[CH3:2]. Given the reactants [CH:1]([O:4][C:5](=[O:28])[NH:6][C@@H:7]1[CH2:27][C:10]2[N:11]([CH2:20][C:21]3[CH:26]=[CH:25][CH:24]=[CH:23][N:22]=3)[C:12]3[CH:13]=[CH:14][C:15]([CH:18]=O)=[CH:16][C:17]=3[C:9]=2[CH2:8]1)([CH3:3])[CH3:2].[OH-].[Na+].Cl.[CH3:32][O:33][NH2:34], predict the reaction product. (4) Given the reactants Br[C:2]1[CH:11]=[CH:10][C:9]([NH:12][S:13]([CH3:16])(=[O:15])=[O:14])=[CH:8][C:3]=1[C:4]([O:6][CH3:7])=[O:5].[F:17][C:18]([F:29])([F:28])[C:19]1[CH:24]=[CH:23][C:22](B(O)O)=[CH:21][CH:20]=1, predict the reaction product. The product is: [CH3:16][S:13]([NH:12][C:9]1[CH:8]=[C:3]([C:4]([O:6][CH3:7])=[O:5])[C:2]([C:22]2[CH:23]=[CH:24][C:19]([C:18]([F:29])([F:28])[F:17])=[CH:20][CH:21]=2)=[CH:11][CH:10]=1)(=[O:15])=[O:14]. (5) The product is: [C:1]([C:17]1[C:25]2[C:20](=[N:21][CH:22]=[C:23]([C:26]([OH:28])=[O:27])[CH:24]=2)[NH:19][CH:18]=1)(=[O:3])[NH2:2]. Given the reactants [C:1](C1C2C(=CC(C(O)=O)=CC=2)NN=1)(=[O:3])[NH2:2].I[C:17]1[C:25]2[C:20](=[N:21][CH:22]=[C:23]([C:26]([O:28]C)=[O:27])[CH:24]=2)[N:19](C(OC(C)(C)C)=O)[CH:18]=1, predict the reaction product. (6) Given the reactants [F:1][C:2]([F:17])([F:16])[C:3]1[CH:12]=[CH:11][C:10]2[C:5](=[CH:6][CH:7]=[C:8]([C:13](O)=[O:14])[CH:9]=2)[N:4]=1.CN(C)C=O.C(Cl)(=O)C([Cl:26])=O, predict the reaction product. The product is: [F:1][C:2]([F:17])([F:16])[C:3]1[CH:12]=[CH:11][C:10]2[C:5](=[CH:6][CH:7]=[C:8]([C:13]([Cl:26])=[O:14])[CH:9]=2)[N:4]=1.